From a dataset of NCI-60 drug combinations with 297,098 pairs across 59 cell lines. Regression. Given two drug SMILES strings and cell line genomic features, predict the synergy score measuring deviation from expected non-interaction effect. (1) Drug 1: C1=C(C(=O)NC(=O)N1)F. Drug 2: CC(C)NC(=O)C1=CC=C(C=C1)CNNC.Cl. Cell line: CAKI-1. Synergy scores: CSS=21.5, Synergy_ZIP=5.83, Synergy_Bliss=4.00, Synergy_Loewe=-0.564, Synergy_HSA=5.88. (2) Drug 2: C1=NC2=C(N1)C(=S)N=CN2. Synergy scores: CSS=60.5, Synergy_ZIP=-0.928, Synergy_Bliss=-1.93, Synergy_Loewe=-9.42, Synergy_HSA=-3.54. Drug 1: CC1C(C(CC(O1)OC2CC(OC(C2O)C)OC3=CC4=CC5=C(C(=O)C(C(C5)C(C(=O)C(C(C)O)O)OC)OC6CC(C(C(O6)C)O)OC7CC(C(C(O7)C)O)OC8CC(C(C(O8)C)O)(C)O)C(=C4C(=C3C)O)O)O)O. Cell line: CCRF-CEM. (3) Drug 1: C1=NC2=C(N1)C(=S)N=CN2. Drug 2: C1CC(=O)NC(=O)C1N2C(=O)C3=CC=CC=C3C2=O. Cell line: A498. Synergy scores: CSS=-0.509, Synergy_ZIP=2.30, Synergy_Bliss=7.53, Synergy_Loewe=-0.165, Synergy_HSA=1.61. (4) Drug 1: CC1=C(C=C(C=C1)NC2=NC=CC(=N2)N(C)C3=CC4=NN(C(=C4C=C3)C)C)S(=O)(=O)N.Cl. Synergy scores: CSS=27.2, Synergy_ZIP=2.20, Synergy_Bliss=6.28, Synergy_Loewe=-14.6, Synergy_HSA=5.21. Cell line: SNB-19. Drug 2: CC1CCC2CC(C(=CC=CC=CC(CC(C(=O)C(C(C(=CC(C(=O)CC(OC(=O)C3CCCCN3C(=O)C(=O)C1(O2)O)C(C)CC4CCC(C(C4)OC)O)C)C)O)OC)C)C)C)OC. (5) Drug 1: C1CCN(CC1)CCOC2=CC=C(C=C2)C(=O)C3=C(SC4=C3C=CC(=C4)O)C5=CC=C(C=C5)O. Drug 2: C1=CC(=CC=C1CCC2=CNC3=C2C(=O)NC(=N3)N)C(=O)NC(CCC(=O)O)C(=O)O. Cell line: MOLT-4. Synergy scores: CSS=31.0, Synergy_ZIP=-1.93, Synergy_Bliss=-4.94, Synergy_Loewe=-7.72, Synergy_HSA=-4.46.